Dataset: NCI-60 drug combinations with 297,098 pairs across 59 cell lines. Task: Regression. Given two drug SMILES strings and cell line genomic features, predict the synergy score measuring deviation from expected non-interaction effect. Drug 1: CCN(CC)CCNC(=O)C1=C(NC(=C1C)C=C2C3=C(C=CC(=C3)F)NC2=O)C. Drug 2: CC1C(C(CC(O1)OC2CC(OC(C2O)C)OC3=CC4=CC5=C(C(=O)C(C(C5)C(C(=O)C(C(C)O)O)OC)OC6CC(C(C(O6)C)O)OC7CC(C(C(O7)C)O)OC8CC(C(C(O8)C)O)(C)O)C(=C4C(=C3C)O)O)O)O. Cell line: SR. Synergy scores: CSS=24.2, Synergy_ZIP=-1.85, Synergy_Bliss=-2.54, Synergy_Loewe=-22.9, Synergy_HSA=-2.96.